From a dataset of Forward reaction prediction with 1.9M reactions from USPTO patents (1976-2016). Predict the product of the given reaction. (1) Given the reactants [Cl:1][C:2]1[CH:7]=[CH:6][C:5]([CH:8]2[CH2:12][NH:11][CH2:10][CH:9]2[N:13]([CH3:28])[C:14](=[O:27])[C:15]2[CH:20]=[CH:19][C:18]([O:21][CH3:22])=[C:17]([C:23]([F:26])([F:25])[F:24])[CH:16]=2)=[CH:4][CH:3]=1.[C:29]([O:33][C:34]([N:36]1[CH2:41][CH2:40][CH:39]([C:42](O)=[O:43])[CH2:38][CH2:37]1)=[O:35])([CH3:32])([CH3:31])[CH3:30], predict the reaction product. The product is: [C:29]([O:33][C:34]([N:36]1[CH2:41][CH2:40][CH:39]([C:42]([N:11]2[CH2:10][CH:9]([N:13]([C:14](=[O:27])[C:15]3[CH:20]=[CH:19][C:18]([O:21][CH3:22])=[C:17]([C:23]([F:24])([F:25])[F:26])[CH:16]=3)[CH3:28])[CH:8]([C:5]3[CH:4]=[CH:3][C:2]([Cl:1])=[CH:7][CH:6]=3)[CH2:12]2)=[O:43])[CH2:38][CH2:37]1)=[O:35])([CH3:32])([CH3:31])[CH3:30]. (2) Given the reactants C(O)(C(F)(F)F)=O.[NH2:8][C@@H:9]([CH2:13][CH:14]1[CH2:19][CH2:18][CH:17]([CH3:20])[CH2:16][CH2:15]1)[C:10]([OH:12])=[O:11].[OH-].[K+].[C:23](O[C:23]([O:25][C:26]([CH3:29])([CH3:28])[CH3:27])=[O:24])([O:25][C:26]([CH3:29])([CH3:28])[CH3:27])=[O:24].C(=O)([O-])N, predict the reaction product. The product is: [C:26]([O:25][C:23]([NH:8][C@@H:9]([CH2:13][CH:14]1[CH2:15][CH2:16][CH:17]([CH3:20])[CH2:18][CH2:19]1)[C:10]([OH:12])=[O:11])=[O:24])([CH3:29])([CH3:28])[CH3:27]. (3) Given the reactants NC1[S:3][C:4]2[CH:10]=[C:9]([O:11][CH2:12][CH2:13][CH2:14][CH3:15])[CH:8]=[CH:7][C:5]=2[N:6]=1.[OH-].[K+], predict the reaction product. The product is: [NH2:6][C:5]1[CH:7]=[CH:8][C:9]([O:11][CH2:12][CH2:13][CH2:14][CH3:15])=[CH:10][C:4]=1[SH:3]. (4) Given the reactants [NH2:1][CH:2]([CH2:12][C:13]1[CH:18]=[CH:17][C:16]([C:19]([F:22])([F:21])[F:20])=[C:15]([F:23])[CH:14]=1)[CH:3]([C:5]1[CH:10]=[CH:9][C:8]([F:11])=[CH:7][CH:6]=1)[OH:4].[C:24]1([CH2:30][CH2:31][C:32](Cl)=[O:33])[CH:29]=[CH:28][CH:27]=[CH:26][CH:25]=1.C(=O)([O-])O.[Na+], predict the reaction product. The product is: [F:11][C:8]1[CH:9]=[CH:10][C:5]([CH:3]([OH:4])[CH:2]([NH:1][C:32](=[O:33])[CH2:31][CH2:30][C:24]2[CH:29]=[CH:28][CH:27]=[CH:26][CH:25]=2)[CH2:12][C:13]2[CH:18]=[CH:17][C:16]([C:19]([F:22])([F:20])[F:21])=[C:15]([F:23])[CH:14]=2)=[CH:6][CH:7]=1.